Predict the reactants needed to synthesize the given product. From a dataset of Full USPTO retrosynthesis dataset with 1.9M reactions from patents (1976-2016). (1) Given the product [Br:1][C:2]1[CH:7]=[CH:6][C:5]([C:17]2[CH:18]=[CH:19][C:14]([CH2:10][CH2:11][CH2:12][CH3:13])=[CH:15][CH:16]=2)=[C:4]([F:9])[CH:3]=1, predict the reactants needed to synthesize it. The reactants are: [Br:1][C:2]1[CH:7]=[CH:6][C:5](I)=[C:4]([F:9])[CH:3]=1.[CH2:10]([C:14]1[CH:19]=[CH:18][C:17](B(O)O)=[CH:16][CH:15]=1)[CH2:11][CH2:12][CH3:13].C1(C)C=CC=CC=1.C(=O)([O-])[O-].[Na+].[Na+]. (2) Given the product [CH3:22][C:17]1([CH3:23])[C:18]([CH3:21])([CH3:20])[O:19][B:15]([C:2]2[CH:14]=[CH:13][CH:12]=[C:4]([O:5][CH2:6][C@@H:7]3[CH2:11][CH2:10][CH2:9][O:8]3)[CH:3]=2)[O:16]1, predict the reactants needed to synthesize it. The reactants are: Br[C:2]1[CH:3]=[C:4]([CH:12]=[CH:13][CH:14]=1)[O:5][CH2:6][C@@H:7]1[CH2:11][CH2:10][CH2:9][O:8]1.[B:15]1([B:15]2[O:19][C:18]([CH3:21])([CH3:20])[C:17]([CH3:23])([CH3:22])[O:16]2)[O:19][C:18]([CH3:21])([CH3:20])[C:17]([CH3:23])([CH3:22])[O:16]1.C([O-])(=O)C.[K+]. (3) Given the product [CH3:31][O:32][C:2]1[N:6]=[C:5]([CH:7]2[CH2:12][CH:11]([C:13]3[CH:18]=[CH:17][C:16]([C:19]([F:22])([F:21])[F:20])=[CH:15][CH:14]=3)[CH2:10][N:9]([C:23]([N:25]3[CH2:30][CH2:29][O:28][CH2:27][CH2:26]3)=[O:24])[CH2:8]2)[O:4][N:3]=1, predict the reactants needed to synthesize it. The reactants are: Cl[C:2]1[N:6]=[C:5]([CH:7]2[CH2:12][CH:11]([C:13]3[CH:18]=[CH:17][C:16]([C:19]([F:22])([F:21])[F:20])=[CH:15][CH:14]=3)[CH2:10][N:9]([C:23]([N:25]3[CH2:30][CH2:29][O:28][CH2:27][CH2:26]3)=[O:24])[CH2:8]2)[O:4][N:3]=1.[CH3:31][O-:32].[Na+].O. (4) Given the product [C:18]([NH:22][C:8](=[O:10])[C:4]1[CH:3]=[C:2]([CH3:1])[CH:7]=[CH:6][N:5]=1)([CH3:21])([CH3:20])[CH3:19], predict the reactants needed to synthesize it. The reactants are: [CH3:1][C:2]1[CH:7]=[CH:6][N:5]=[C:4]([C:8]([OH:10])=O)[CH:3]=1.C(N(CC)CC)C.[C:18]([NH2:22])([CH3:21])([CH3:20])[CH3:19].CCCP1(OP(CCC)(=O)OP(CCC)(=O)O1)=O. (5) Given the product [CH3:34][C:11]([CH3:35])([CH2:12][CH2:13][CH2:14][CH2:15][CH2:16][CH2:17][CH:18]([OH:33])[CH2:19][CH2:20][CH2:21][CH2:22][CH2:23][CH2:24][C:25]([CH3:32])([CH3:31])[CH2:26][OH:27])[CH2:10][OH:9], predict the reactants needed to synthesize it. The reactants are: [H-].[Al+3].[Li+].[H-].[H-].[H-].C([O:9][C:10](=O)[C:11]([CH3:35])([CH3:34])[CH2:12][CH2:13][CH2:14][CH2:15][CH2:16][CH2:17][C:18](=[O:33])[CH2:19][CH2:20][CH2:21][CH2:22][CH2:23][CH2:24][C:25]([CH3:32])([CH3:31])[C:26](OCC)=[O:27])C.C(OCC)(=O)C.S(=O)(=O)(O)O. (6) Given the product [CH2:13]([C:15]1[S:52][C:18]2[N:19]([CH2:37][C:38]3[CH:43]=[CH:42][C:41]([C:44]4[CH:49]=[CH:48][CH:47]=[CH:46][C:45]=4[C:50]4[NH:3][C:4](=[O:7])[O:5][N:51]=4)=[CH:40][CH:39]=3)[C:20](=[O:36])[N:21]([CH2:24][C:25]([C:27]3[CH:32]=[CH:31][C:30]([O:33][CH3:34])=[CH:29][C:28]=3[F:35])=[O:26])[C:22](=[O:23])[C:17]=2[CH:16]=1)[CH3:14], predict the reactants needed to synthesize it. The reactants are: [Cl-].O[NH3+:3].[C:4](=[O:7])([O-])[OH:5].[Na+].CS(C)=O.[CH2:13]([C:15]1[S:52][C:18]2[N:19]([CH2:37][C:38]3[CH:43]=[CH:42][C:41]([C:44]4[C:45]([C:50]#[N:51])=[CH:46][CH:47]=[CH:48][CH:49]=4)=[CH:40][CH:39]=3)[C:20](=[O:36])[N:21]([CH2:24][C:25]([C:27]3[CH:32]=[CH:31][C:30]([O:33][CH3:34])=[CH:29][C:28]=3[F:35])=[O:26])[C:22](=[O:23])[C:17]=2[CH:16]=1)[CH3:14].